Dataset: Catalyst prediction with 721,799 reactions and 888 catalyst types from USPTO. Task: Predict which catalyst facilitates the given reaction. (1) Reactant: [N+:1]([C:4]1[CH:5]=[C:6]([C:10]2[O:11][C:12]3[C:13](=[C:15]([C:19]([NH2:21])=[O:20])[CH:16]=[CH:17][CH:18]=3)[N:14]=2)[CH:7]=[CH:8][CH:9]=1)([O-])=O. Product: [NH2:1][C:4]1[CH:5]=[C:6]([C:10]2[O:11][C:12]3[C:13](=[C:15]([C:19]([NH2:21])=[O:20])[CH:16]=[CH:17][CH:18]=3)[N:14]=2)[CH:7]=[CH:8][CH:9]=1. The catalyst class is: 94. (2) Reactant: [Cl:1][C:2]1[CH:9]=[C:8]([OH:10])[CH:7]=[C:6]([Cl:11])[C:3]=1[CH:4]=[O:5].[BH4-].[Na+]. Product: [CH2:4]([O:10][C:8]1[CH:9]=[C:2]([Cl:1])[C:3]([CH2:4][OH:5])=[C:6]([Cl:11])[CH:7]=1)[C:3]1[CH:6]=[CH:7][CH:8]=[CH:9][CH:2]=1. The catalyst class is: 14. (3) Reactant: [F:1][C:2]1[CH:15]=[CH:14][CH:13]=[C:12]([F:16])[C:3]=1[C:4]([NH:6][C:7]1[CH:8]=[N:9][NH:10][CH:11]=1)=[O:5].Br[CH2:18][C:19]1[CH:24]=[CH:23][CH:22]=[CH:21][C:20]=1[O:25][CH2:26][CH2:27][CH2:28][CH3:29].C(=O)([O-])[O-].[K+].[K+]. Product: [CH2:26]([O:25][C:20]1[CH:21]=[CH:22][CH:23]=[CH:24][C:19]=1[CH2:18][N:10]1[CH:11]=[C:7]([NH:6][C:4](=[O:5])[C:3]2[C:2]([F:1])=[CH:15][CH:14]=[CH:13][C:12]=2[F:16])[CH:8]=[N:9]1)[CH2:27][CH2:28][CH3:29]. The catalyst class is: 3. (4) Reactant: [N+:1]([C:4]1[CH:12]=[CH:11][CH:10]=[C:9]2[C:5]=1[CH:6]=[N:7][NH:8]2)([O-:3])=[O:2].C(=O)([O-])[O-].[K+].[K+].Cl.Cl[CH2:21][CH2:22][N:23]([CH3:25])[CH3:24]. Product: [CH3:24][N:23]([CH3:25])[CH2:22][CH2:21][N:7]1[CH:6]=[C:5]2[C:9]([CH:10]=[CH:11][CH:12]=[C:4]2[N+:1]([O-:3])=[O:2])=[N:8]1. The catalyst class is: 9.